Dataset: Full USPTO retrosynthesis dataset with 1.9M reactions from patents (1976-2016). Task: Predict the reactants needed to synthesize the given product. Given the product [NH2:1][C:2]1[C:11]2[C:6](=[CH:7][C:8]([CH2:12][NH:13][C:23](=[O:24])[C@@H:22]3[CH2:26][CH2:27][CH2:28][N:21]3[C:14]([O:16][C:17]([CH3:19])([CH3:18])[CH3:20])=[O:15])=[CH:9][CH:10]=2)[CH:5]=[CH:4][N:3]=1, predict the reactants needed to synthesize it. The reactants are: [NH2:1][C:2]1[C:11]2[C:6](=[CH:7][C:8]([CH2:12][NH2:13])=[CH:9][CH:10]=2)[CH:5]=[CH:4][N:3]=1.[C:14]([N:21]1[CH2:28][CH2:27][CH2:26][C@H:22]1[C:23](O)=[O:24])([O:16][C:17]([CH3:20])([CH3:19])[CH3:18])=[O:15].CN(C(ON1N=NC2C=CC=CC1=2)=[N+](C)C)C.[B-](F)(F)(F)F.CN1CCOCC1.